Dataset: Full USPTO retrosynthesis dataset with 1.9M reactions from patents (1976-2016). Task: Predict the reactants needed to synthesize the given product. (1) Given the product [Cl:1][C:2]1[CH:3]=[C:4]2[C:9](=[CH:10][CH:11]=1)[C@@:8]1([CH2:14][O:15][C:16]3[CH:28]=[CH:27][C:19]([C:20]([O:22][C:23]([CH3:24])([CH3:26])[CH3:25])=[O:21])=[CH:18][C:17]=3[NH:29][CH2:12]1)[CH2:7][CH2:6][CH2:5]2, predict the reactants needed to synthesize it. The reactants are: [Cl:1][C:2]1[CH:3]=[C:4]2[C:9](=[CH:10][CH:11]=1)[C@:8]([CH2:14][O:15][C:16]1[CH:28]=[CH:27][C:19]([C:20]([O:22][C:23]([CH3:26])([CH3:25])[CH3:24])=[O:21])=[CH:18][C:17]=1[N+:29]([O-])=O)([CH:12]=O)[CH2:7][CH2:6][CH2:5]2.CC(O)=O. (2) The reactants are: Cl.Cl[C:3]1[CH:8]=[C:7]([C:9]2[CH:14]=[CH:13][CH:12]=[C:11]([Cl:15])[CH:10]=2)[N:6]=[C:5]2[CH2:16][CH2:17][CH2:18][C:4]=12.[NH2:19][C:20]1[CH:25]=[CH:24][C:23]([CH2:26][CH2:27][CH2:28][C:29]([O:31][CH3:32])=[O:30])=[CH:22][CH:21]=1. Given the product [Cl:15][C:11]1[CH:10]=[C:9]([C:7]2[N:6]=[C:5]3[CH2:16][CH2:17][CH2:18][C:4]3=[C:3]([NH:19][C:20]3[CH:21]=[CH:22][C:23]([CH2:26][CH2:27][CH2:28][C:29]([O:31][CH3:32])=[O:30])=[CH:24][CH:25]=3)[CH:8]=2)[CH:14]=[CH:13][CH:12]=1, predict the reactants needed to synthesize it. (3) The reactants are: [Br:1][C:2]1[CH:3]=[C:4]([C:10](=O)[C:11]([CH3:18])([CH3:17])[C:12]([O:14]CC)=[O:13])[CH:5]=[N:6][C:7]=1[CH2:8][CH3:9].[H-].[Na+].BrC1C=C(C(=O)CC(OCC)=O)C=[N:27]C=1CC.IC. Given the product [Br:1][C:2]1[CH:3]=[C:4]([C:10]2[C:11]([CH3:18])([CH3:17])[C:12](=[O:13])[O:14][N:27]=2)[CH:5]=[N:6][C:7]=1[CH2:8][CH3:9], predict the reactants needed to synthesize it. (4) Given the product [CH2:19]([O:18][C:16](=[O:17])[C:15](=[N:11][NH:10][C:8](=[O:9])[CH2:7][C:1]1[CH:6]=[CH:5][CH:4]=[CH:3][CH:2]=1)[NH2:21])[CH3:20], predict the reactants needed to synthesize it. The reactants are: [C:1]1([CH2:7][C:8]([NH:10][NH2:11])=[O:9])[CH:6]=[CH:5][CH:4]=[CH:3][CH:2]=1.C(O[C:15](=[NH:21])[C:16]([O:18][CH2:19][CH3:20])=[O:17])C. (5) Given the product [Cl:1][C:2]1[CH:7]=[CH:6][C:5]([N:8]2[C@@H:12]([C:13]3[CH:18]=[CH:17][CH:16]=[C:15]([C:19]([F:22])([F:21])[F:20])[CH:14]=3)[CH2:11][N:10]([CH2:23][CH2:24][C:25](=[N:27][O:28][C:36]([CH:30]3[CH2:35][CH2:34][CH2:33][CH2:32][CH2:31]3)=[O:37])[NH2:26])[C:9]2=[O:29])=[CH:4][CH:3]=1, predict the reactants needed to synthesize it. The reactants are: [Cl:1][C:2]1[CH:7]=[CH:6][C:5]([N:8]2[C@@H:12]([C:13]3[CH:18]=[CH:17][CH:16]=[C:15]([C:19]([F:22])([F:21])[F:20])[CH:14]=3)[CH2:11][N:10]([CH2:23][CH2:24][C:25](=[N:27][OH:28])[NH2:26])[C:9]2=[O:29])=[CH:4][CH:3]=1.[CH:30]1([C:36](Cl)=[O:37])[CH2:35][CH2:34][CH2:33][CH2:32][CH2:31]1.C(N(C(C)C)CC)(C)C.